This data is from Forward reaction prediction with 1.9M reactions from USPTO patents (1976-2016). The task is: Predict the product of the given reaction. (1) The product is: [N:1]([C:2]1[CH:3]=[N:4][S:5][C:6]=1[N:7]1[CH2:12][CH2:11][CH2:10][C@H:9]([NH:13][C:14](=[O:20])[O:15][C:16]([CH3:17])([CH3:19])[CH3:18])[CH2:8]1)=[N+:30]=[N-:31]. Given the reactants [NH2:1][C:2]1[CH:3]=[N:4][S:5][C:6]=1[N:7]1[CH2:12][CH2:11][CH2:10][C@H:9]([NH:13][C:14](=[O:20])[O:15][C:16]([CH3:19])([CH3:18])[CH3:17])[CH2:8]1.OS(O)(=O)=O.N([O-])=O.[Na+].[N-:30]=[N+:31]=[N-].[Na+].N#N.C([O-])([O-])=O.[Na+].[Na+], predict the reaction product. (2) Given the reactants Cl[C:2]1[CH:3]=[C:4]([NH:11][C:12]2[CH:17]=[CH:16][C:15]([O:18][CH3:19])=[C:14]([O:20][CH3:21])[N:13]=2)[C:5]2[N:6]([N:8]=[CH:9][N:10]=2)[CH:7]=1.[NH:22]1[C:30]2[C:25](=[CH:26][C:27]([NH:31][C:32](=[O:48])[C:33]3[CH:38]=[CH:37][CH:36]=[C:35](B4OC(C)(C)C(C)(C)O4)[CH:34]=3)=[CH:28][CH:29]=2)[CH:24]=[N:23]1.C(=O)([O-])[O-].[Na+].[Na+].[F-].[Cs+], predict the reaction product. The product is: [CH3:19][O:18][C:15]1[CH:16]=[CH:17][C:12]([NH:11][C:4]2[C:5]3[N:6]([N:8]=[CH:9][N:10]=3)[CH:7]=[C:2]([C:35]3[CH:34]=[C:33]([CH:38]=[CH:37][CH:36]=3)[C:32]([NH:31][C:27]3[CH:26]=[C:25]4[C:30](=[CH:29][CH:28]=3)[NH:22][N:23]=[CH:24]4)=[O:48])[CH:3]=2)=[N:13][C:14]=1[O:20][CH3:21]. (3) The product is: [CH2:16]([O:12][C:11]([C@H:7]1[CH2:8][C:9](=[O:10])[N:6]1[Si:5]([C:1]([CH3:4])([CH3:3])[CH3:2])([CH3:15])[CH3:14])=[O:13])[C:17]1[CH:22]=[CH:21][CH:20]=[CH:19][CH:18]=1. Given the reactants [C:1]([Si:5]([CH3:15])([CH3:14])[N:6]1[C:9](=[O:10])[CH2:8][C@@H:7]1[C:11]([OH:13])=[O:12])([CH3:4])([CH3:3])[CH3:2].[CH2:16](O)[C:17]1[CH:22]=[CH:21][CH:20]=[CH:19][CH:18]=1.C(Cl)CCl.O, predict the reaction product. (4) Given the reactants Br[C:2]1[C:3]([F:28])=[CH:4][C:5]([F:27])=[C:6]([C@:8]23[CH2:16][O:15][C@H:14]([CH2:17][F:18])[C@H:13]2[CH2:12][S:11][C:10]([NH:19]C(=O)OC(C)(C)C)=[N:9]3)[CH:7]=1.[N:29]1[CH:34]=[C:33](B(O)O)[CH:32]=[N:31][CH:30]=1.C(=O)([O-])[O-].[Cs+].[Cs+].C(Cl)Cl.C(O)(C(F)(F)F)=O, predict the reaction product. The product is: [F:27][C:5]1[CH:4]=[C:3]([F:28])[C:2]([C:33]2[CH:34]=[N:29][CH:30]=[N:31][CH:32]=2)=[CH:7][C:6]=1[C@:8]12[CH2:16][O:15][C@H:14]([CH2:17][F:18])[C@H:13]1[CH2:12][S:11][C:10]([NH2:19])=[N:9]2. (5) Given the reactants [Cl:1][C:2]1[S:6][C:5]([C:7]([NH:9][C:10]2[CH:19]=[C:18]([C:20]#[N:21])[CH:17]=[CH:16][C:11]=2[C:12]([O:14]C)=O)=[O:8])=[CH:4][CH:3]=1.[Si:22]([O:29][CH2:30][CH2:31][NH:32][C:33]1[CH:38]=[CH:37][C:36]([NH2:39])=[CH:35][CH:34]=1)([C:25]([CH3:28])([CH3:27])[CH3:26])([CH3:24])[CH3:23].C[Al](C)C, predict the reaction product. The product is: [Si:22]([O:29][CH2:30][CH2:31][NH:32][C:33]1[CH:34]=[CH:35][C:36]([NH:39][C:12]([C:11]2[CH:16]=[CH:17][C:18]([C:20]#[N:21])=[CH:19][C:10]=2[NH:9][C:7]([C:5]2[S:6][C:2]([Cl:1])=[CH:3][CH:4]=2)=[O:8])=[O:14])=[CH:37][CH:38]=1)([C:25]([CH3:28])([CH3:27])[CH3:26])([CH3:24])[CH3:23]. (6) Given the reactants I[C:2]1[CH:3]=[C:4]2[C:9](=[CH:10][CH:11]=1)[N:8]1[C:12]([C:15]3[CH:20]=[CH:19][CH:18]=[CH:17][CH:16]=3)=[N:13][N:14]=[C:7]1[CH:6]=[CH:5]2.CCN(C(C)C)C(C)C.[CH:30]1([C:33]([CH:42]2[CH2:44][CH2:43]2)([C:35]2[CH:40]=[CH:39][CH:38]=[C:37]([SH:41])[CH:36]=2)[OH:34])[CH2:32][CH2:31]1.C1(P(C2C=CC=CC=2)C2C3OC4C(=CC=CC=4P(C4C=CC=CC=4)C4C=CC=CC=4)C(C)(C)C=3C=CC=2)C=CC=CC=1, predict the reaction product. The product is: [CH:42]1([C:33]([CH:30]2[CH2:31][CH2:32]2)([C:35]2[CH:40]=[CH:39][CH:38]=[C:37]([S:41][C:2]3[CH:3]=[C:4]4[C:9](=[CH:10][CH:11]=3)[N:8]3[C:12]([C:15]5[CH:20]=[CH:19][CH:18]=[CH:17][CH:16]=5)=[N:13][N:14]=[C:7]3[CH:6]=[CH:5]4)[CH:36]=2)[OH:34])[CH2:44][CH2:43]1. (7) The product is: [CH2:1]([CH:3]1[O:7][C:6](=[O:8])[N:5]([CH2:9][C:10]2[CH:15]=[CH:14][CH:13]=[CH:12][C:11]=2[NH2:16])[CH2:4]1)[CH3:2]. Given the reactants [CH2:1]([CH:3]1[O:7][C:6](=[O:8])[N:5]([CH2:9][C:10]2[CH:15]=[CH:14][CH:13]=[CH:12][C:11]=2[N+:16]([O-])=O)[CH2:4]1)[CH3:2].[Cl-].[NH4+], predict the reaction product. (8) Given the reactants C([C:3]1[C:4]([C:10]([OH:12])=O)=[N:5][CH:6]=[C:7]([Br:9])[CH:8]=1)C, predict the reaction product. The product is: [Br:9][C:7]1[CH:8]=[CH:3][C:4]([C:10]2([OH:12])[CH2:7][CH2:8][CH2:3][CH2:4]2)=[N:5][CH:6]=1.